Dataset: NCI-60 drug combinations with 297,098 pairs across 59 cell lines. Task: Regression. Given two drug SMILES strings and cell line genomic features, predict the synergy score measuring deviation from expected non-interaction effect. (1) Drug 1: C1=NC2=C(N1)C(=S)N=C(N2)N. Drug 2: CN1C2=C(C=C(C=C2)N(CCCl)CCCl)N=C1CCCC(=O)O.Cl. Cell line: MDA-MB-231. Synergy scores: CSS=5.63, Synergy_ZIP=-10.4, Synergy_Bliss=-14.3, Synergy_Loewe=-20.3, Synergy_HSA=-12.4. (2) Cell line: NCI/ADR-RES. Synergy scores: CSS=12.3, Synergy_ZIP=-10.2, Synergy_Bliss=-11.4, Synergy_Loewe=-31.3, Synergy_HSA=-8.21. Drug 2: C1CCC(C(C1)N)N.C(=O)(C(=O)[O-])[O-].[Pt+4]. Drug 1: C1=C(C(=O)NC(=O)N1)N(CCCl)CCCl.